From a dataset of Catalyst prediction with 721,799 reactions and 888 catalyst types from USPTO. Predict which catalyst facilitates the given reaction. (1) Reactant: C(OC(=O)[NH:7][CH:8]([CH3:16])[CH2:9][N:10]1[CH2:15][CH2:14][O:13][CH2:12][CH2:11]1)(C)(C)C.Cl. Product: [CH3:16][C@H:8]([NH2:7])[CH2:9][N:10]1[CH2:15][CH2:14][O:13][CH2:12][CH2:11]1. The catalyst class is: 5. (2) Product: [Br:1][C:2]1[CH:3]=[CH:4][C:5]([S:8][CH2:9][CH2:10][N:11]([CH2:12][C:13]([O:15][C:16]([CH3:19])([CH3:18])[CH3:17])=[O:14])[C:20]([O:22][C:23]([CH3:26])([CH3:25])[CH3:24])=[O:21])=[CH:6][CH:7]=1. Reactant: [Br:1][C:2]1[CH:7]=[CH:6][C:5]([S:8][CH2:9][CH2:10][NH:11][CH2:12][C:13]([O:15][C:16]([CH3:19])([CH3:18])[CH3:17])=[O:14])=[CH:4][CH:3]=1.[C:20](O[C:20]([O:22][C:23]([CH3:26])([CH3:25])[CH3:24])=[O:21])([O:22][C:23]([CH3:26])([CH3:25])[CH3:24])=[O:21]. The catalyst class is: 4.